Dataset: Reaction yield outcomes from USPTO patents with 853,638 reactions. Task: Predict the reaction yield, written as a fraction of the theoretical maximum amount of product (1.0 means a 100% yield; for example, 0.34 means a 34% yield). (1) The reactants are [NH:1]1[C:9]2[C:4](=[CH:5][CH:6]=[C:7]([C:10]([OH:12])=[O:11])[CH:8]=2)[CH:3]=[CH:2]1.[C:13](=O)([O-])[O-].[K+].[K+].IC.O. The catalyst is CN(C)C=O.CCCCCC. The product is [NH:1]1[C:9]2[C:4](=[CH:5][CH:6]=[C:7]([C:10]([O:12][CH3:13])=[O:11])[CH:8]=2)[CH:3]=[CH:2]1. The yield is 0.870. (2) The reactants are C([NH:5][S:6]([C:9]1[S:10][C:11]([C:14]2[N:19]=[C:18]([C:20]3[CH:25]=[C:24]([C:26]4[CH:31]=[CH:30][C:29]([C:32]([F:35])([F:34])[F:33])=[CH:28][CH:27]=4)[CH:23]=[C:22]([CH3:36])[N:21]=3)[CH:17]=[CH:16][N:15]=2)=[CH:12][CH:13]=1)(=[O:8])=[O:7])(C)(C)C.C(O)(C(F)(F)F)=O. The product is [CH3:36][C:22]1[N:21]=[C:20]([C:18]2[CH:17]=[CH:16][N:15]=[C:14]([C:11]3[S:10][C:9]([S:6]([NH2:5])(=[O:7])=[O:8])=[CH:13][CH:12]=3)[N:19]=2)[CH:25]=[C:24]([C:26]2[CH:31]=[CH:30][C:29]([C:32]([F:35])([F:33])[F:34])=[CH:28][CH:27]=2)[CH:23]=1. The yield is 0.890. No catalyst specified.